This data is from Reaction yield outcomes from USPTO patents with 853,638 reactions. The task is: Predict the reaction yield, written as a fraction of the theoretical maximum amount of product (1.0 means a 100% yield; for example, 0.34 means a 34% yield). (1) The reactants are [F:1][C:2]1[C:3]([N:9]=[CH:10][N:11]([CH3:13])[CH3:12])=[N:4][C:5]([OH:8])=[N:6][CH:7]=1.C(N(CC)CC)C.Cl[C:22]([O:24][CH2:25][C:26]([CH3:29])([CH3:28])[CH3:27])=[O:23]. The catalyst is ClCCl. The product is [CH3:27][C:26]([CH3:29])([CH3:28])[CH2:25][O:24][C:22]([N:6]1[CH:7]=[C:2]([F:1])[C:3]([N:9]=[CH:10][N:11]([CH3:13])[CH3:12])=[N:4][C:5]1=[O:8])=[O:23]. The yield is 0.200. (2) The reactants are [C:1]([O:5][C:6]([NH:8][C@@H:9]([CH2:13][C:14]1[CH:19]=[CH:18][C:17]([N+:20]([O-:22])=[O:21])=[CH:16][CH:15]=1)[C:10]([OH:12])=O)=[O:7])([CH3:4])([CH3:3])[CH3:2].C(N(CC)CC)C.ClC(OCC(C)C)=O.[N+:38](=[CH2:40])=[N-:39]. The catalyst is C1COCC1.CCOCC. The product is [C:1]([O:5][C:6](=[O:7])[NH:8][CH:9]([CH2:13][C:14]1[CH:19]=[CH:18][C:17]([N+:20]([O-:22])=[O:21])=[CH:16][CH:15]=1)[C:10](=[O:12])[CH:40]=[N+:38]=[N-:39])([CH3:2])([CH3:3])[CH3:4]. The yield is 0.820. (3) The reactants are [CH:1]1[CH:6]=[CH:5][C:4]([CH2:7][C@H:8]([NH:13][C:14]([O:16][CH2:17][C:18]2[CH:23]=[CH:22][CH:21]=[CH:20][CH:19]=2)=[O:15])[C:9]([CH2:11]Cl)=[O:10])=[CH:3][CH:2]=1.[Na+].[I-].C([O-])(O)=O.[Na+].[CH3:31][O:32][C:33](=[O:57])[NH:34][CH:35]([C:40]([NH:42][NH:43][CH2:44][C:45]1[CH:50]=[CH:49][C:48]([C:51]2[CH:56]=[CH:55][CH:54]=[CH:53][N:52]=2)=[CH:47][CH:46]=1)=[O:41])[C:36]([CH3:39])([CH3:38])[CH3:37]. The catalyst is C(#N)C. The product is [CH2:17]([O:16][C:14](=[O:15])[NH:13][CH:8]([CH2:7][C:4]1[CH:5]=[CH:6][CH:1]=[CH:2][CH:3]=1)[C:9](=[O:10])[CH2:11][N:43]([CH2:44][C:45]1[CH:50]=[CH:49][C:48]([C:51]2[CH:56]=[CH:55][CH:54]=[CH:53][N:52]=2)=[CH:47][CH:46]=1)[NH:42][C:40](=[O:41])[CH:35]([NH:34][C:33]([O:32][CH3:31])=[O:57])[C:36]([CH3:39])([CH3:38])[CH3:37])[C:18]1[CH:23]=[CH:22][CH:21]=[CH:20][CH:19]=1. The yield is 0.850. (4) The reactants are [C:1]([O:20][CH3:21])(=[O:19])[CH2:2][CH2:3][CH2:4][CH2:5][CH2:6][CH2:7][CH2:8]/[CH:9]=[CH:10]\[CH2:11][CH2:12][CH2:13][CH2:14][CH2:15][CH2:16][CH2:17][CH3:18].CS(O)(=O)=O. The catalyst is CO.[Pd].C(P(CC1C=CC=CC=1CP(C(C)(C)C)C(C)(C)C)C(C)(C)C)(C)(C)C. The product is [CH3:21][O:20][C:1]([CH2:2][CH2:3][CH2:4][CH2:5][CH2:6][CH2:7][CH2:8][CH2:9][CH2:10][CH2:11][CH2:12][CH2:13][CH2:14][CH2:15][CH2:16][CH2:17][CH2:18][CH2:3][CH2:2][C:1]([O:20][CH3:21])=[O:19])=[O:19]. The yield is 0.760. (5) The reactants are O=[C:2]1[CH2:7][CH2:6][N:5]([C:8]([O:10][C:11]([CH3:14])([CH3:13])[CH3:12])=[O:9])[CH2:4][CH:3]1[C:15]([O:17][CH3:18])=[O:16].[CH3:19][C@H:20]([NH2:27])[C:21]1[CH:26]=[CH:25][CH:24]=[CH:23][CH:22]=1.C(O)(=O)C.C(O[BH-](OC(=O)C)OC(=O)C)(=O)C.[Na+].C(=O)([O-])[O-].[Na+].[Na+]. The catalyst is C1C=CC=CC=1. The product is [C:21]1([C@@H:20]([NH:27][C@H:2]2[CH2:7][CH2:6][N:5]([C:8]([O:10][C:11]([CH3:14])([CH3:13])[CH3:12])=[O:9])[CH2:4][C@H:3]2[C:15]([O:17][CH3:18])=[O:16])[CH3:19])[CH:26]=[CH:25][CH:24]=[CH:23][CH:22]=1. The yield is 1.00. (6) The yield is 0.310. The reactants are [N:1]1[C:10]2[C:5](=[CH:6][C:7]([CH2:11][N:12]3[C:16]4=[N:17][C:18]([C:21](=O)[CH3:22])=[CH:19][N:20]=[C:15]4[N:14]=[N:13]3)=[CH:8][CH:9]=2)[CH:4]=[CH:3][CH:2]=1.[NH2:24][O:25][CH2:26][C:27]([O:29][CH3:30])=[O:28]. No catalyst specified. The product is [N:1]1[C:10]2[C:5](=[CH:6][C:7]([CH2:11][N:12]3[C:16]4=[N:17][C:18](/[C:21](=[N:24]/[O:25][CH2:26][C:27]([O:29][CH3:30])=[O:28])/[CH3:22])=[CH:19][N:20]=[C:15]4[N:14]=[N:13]3)=[CH:8][CH:9]=2)[CH:4]=[CH:3][CH:2]=1. (7) The reactants are [Cl:1][C:2]1[CH:7]=[CH:6][N:5]=[C:4]2[CH:8]=[C:9]([C:11]([OH:13])=O)[S:10][C:3]=12.[Li].Cl.[CH3:16][O:17][C:18](=[O:23])[C@H:19]([CH2:21][OH:22])[NH2:20].CCN(CC)CC. The catalyst is O=S(Cl)Cl. The product is [Cl:1][C:2]1[CH:7]=[CH:6][N:5]=[C:4]2[CH:8]=[C:9]([C:11]([NH:20][C@H:19]([C:18]([O:17][CH3:16])=[O:23])[CH2:21][OH:22])=[O:13])[S:10][C:3]=12. The yield is 0.540. (8) The reactants are [Br:1][C:2]1[C:3]([CH3:10])=[N:4][C:5]([OH:9])=[N:6][C:7]=1[CH3:8].Cl[C:12]([F:17])([F:16])C([O-])=O.[Na+].C(=O)([O-])[O-].[K+].[K+].CN(C)C=O. The catalyst is O. The product is [Br:1][C:2]1[C:3]([CH3:10])=[N:4][C:5]([O:9][CH:12]([F:17])[F:16])=[N:6][C:7]=1[CH3:8]. The yield is 0.200. (9) The reactants are COP([CH2:7][C:8]1[S:16][C:15]2[C:14]([N:17]3[CH2:22][CH2:21][O:20][CH2:19][CH2:18]3)=[N:13][C:12]([Cl:23])=[N:11][C:10]=2[CH:9]=1)(=O)OC.[Li+].C[Si]([N-][Si](C)(C)C)(C)C.[C:34]([O:38][C:39]([N:41]1[CH2:44][C:43](=O)[CH2:42]1)=[O:40])([CH3:37])([CH3:36])[CH3:35]. The catalyst is C1COCC1. The product is [C:34]([O:38][C:39]([N:41]1[CH2:44][C:43](=[CH:7][C:8]2[S:16][C:15]3[C:14]([N:17]4[CH2:18][CH2:19][O:20][CH2:21][CH2:22]4)=[N:13][C:12]([Cl:23])=[N:11][C:10]=3[CH:9]=2)[CH2:42]1)=[O:40])([CH3:37])([CH3:35])[CH3:36]. The yield is 0.630.